This data is from Full USPTO retrosynthesis dataset with 1.9M reactions from patents (1976-2016). The task is: Predict the reactants needed to synthesize the given product. (1) Given the product [NH2:1][C:2]1[C:7]([C:8]#[N:9])=[CH:6][N:5]=[C:4]([N:11]2[CH2:16][CH2:15][O:14][CH2:13][CH2:12]2)[N:3]=1, predict the reactants needed to synthesize it. The reactants are: [NH2:1][C:2]1[C:7]([C:8]#[N:9])=[CH:6][N:5]=[C:4](Cl)[N:3]=1.[NH:11]1[CH2:16][CH2:15][O:14][CH2:13][CH2:12]1. (2) Given the product [Br:18][C:19]1[CH:20]=[CH:21][C:22]([CH3:27])=[C:23]([CH2:24][NH:25][C:11](=[O:12])[O:13][C:14]([CH3:15])([CH3:16])[CH3:17])[CH:26]=1, predict the reactants needed to synthesize it. The reactants are: [BH4-].[Na+].[CH3:15][C:14]([O:13][C:11](O[C:11]([O:13][C:14]([CH3:17])([CH3:16])[CH3:15])=[O:12])=[O:12])([CH3:17])[CH3:16].[Br:18][C:19]1[CH:20]=[CH:21][C:22]([CH3:27])=[C:23]([CH:26]=1)[C:24]#[N:25]. (3) Given the product [CH3:14][C:12]1[C:5]2[NH:6][C:7](=[O:11])[O:8][C:9](=[O:10])[C:4]=2[CH:3]=[C:2]([C:15]#[N:16])[CH:13]=1, predict the reactants needed to synthesize it. The reactants are: I[C:2]1[CH:13]=[C:12]([CH3:14])[C:5]2[NH:6][C:7](=[O:11])[O:8][C:9](=[O:10])[C:4]=2[CH:3]=1.[C:15]([Cu])#[N:16]. (4) Given the product [CH3:19][S:18][C:14]1[N:13]=[C:12]([CH2:11][C:26]([C:25]2[CH:30]=[CH:31][C:22]([C:20]#[N:21])=[CH:23][CH:24]=2)=[O:27])[CH:17]=[CH:16][N:15]=1, predict the reactants needed to synthesize it. The reactants are: C[Si]([N-][Si](C)(C)C)(C)C.[Na+].[CH3:11][C:12]1[CH:17]=[CH:16][N:15]=[C:14]([S:18][CH3:19])[N:13]=1.[C:20]([C:22]1[CH:31]=[CH:30][C:25]([C:26](OC)=[O:27])=[CH:24][CH:23]=1)#[N:21]. (5) Given the product [C:1]([O:5][C:6]([NH:8][CH2:9][C:10]1[N:11]([CH2:32][CH:33]([CH3:35])[CH3:34])[C:12](=[O:31])[C:13]2[C:18]([C:19]=1[C:20]1[CH:25]=[CH:24][CH:23]=[CH:22][C:21]=1[F:26])=[CH:17][C:16]([C:27]([OH:29])=[O:28])=[CH:15][CH:14]=2)=[O:7])([CH3:4])([CH3:3])[CH3:2], predict the reactants needed to synthesize it. The reactants are: [C:1]([O:5][C:6]([NH:8][CH2:9][C:10]1[N:11]([CH2:32][CH:33]([CH3:35])[CH3:34])[C:12](=[O:31])[C:13]2[C:18]([C:19]=1[C:20]1[CH:25]=[CH:24][CH:23]=[CH:22][C:21]=1[F:26])=[CH:17][C:16]([C:27]([O:29]C)=[O:28])=[CH:15][CH:14]=2)=[O:7])([CH3:4])([CH3:3])[CH3:2].[OH-].[Na+].O.Cl. (6) Given the product [OH:9][NH:8][C:6]([C:5]1[CH:10]=[CH:11][CH:2]=[CH:3][N:13]=1)=[NH:7], predict the reactants needed to synthesize it. The reactants are: Cl[C:2]1[CH:11]=[CH:10][C:5]([C:6]([NH:8][OH:9])=[NH:7])=C[CH:3]=1.C(C1C=CC=CN=1)#[N:13].Cl.NO.C(=O)([O-])[O-].[Na+].[Na+]. (7) Given the product [ClH:15].[CH2:1]([O:6][C:7]1[CH:12]=[CH:11][N:10]=[C:9]([S:13][CH2:16][C:17]2[NH:21][C:20]3[CH:22]=[CH:23][CH:24]=[CH:25][C:19]=3[N:18]=2)[C:8]=1[CH3:14])[CH2:2][CH2:3][CH2:4][CH3:5], predict the reactants needed to synthesize it. The reactants are: [CH2:1]([O:6][C:7]1[CH:12]=[CH:11][NH:10][C:9](=[S:13])[C:8]=1[CH3:14])[CH2:2][CH2:3][CH2:4][CH3:5].[Cl:15][CH2:16][C:17]1[NH:18][C:19]2[CH:25]=[CH:24][CH:23]=[CH:22][C:20]=2[N:21]=1.[OH-].[Na+].C(O)C. (8) Given the product [O:16]1[CH:20]=[C:19]([C:21]2[CH:22]=[C:23]([CH:24]3[C:8]([C:9]4[CH:14]=[CH:13][CH:12]=[CH:11][CH:10]=4)=[C:7]([C:1]4[CH:6]=[CH:5][CH:4]=[CH:3][CH:2]=4)[NH:32][C:30](=[O:31])[NH:29]3)[CH:26]=[CH:27][CH:28]=2)[CH:18]=[N:17]1, predict the reactants needed to synthesize it. The reactants are: [C:1]1([C:7](=O)[CH2:8][C:9]2[CH:14]=[CH:13][CH:12]=[CH:11][CH:10]=2)[CH:6]=[CH:5][CH:4]=[CH:3][CH:2]=1.[O:16]1[CH:20]=[C:19]([C:21]2[CH:22]=[C:23]([CH:26]=[CH:27][CH:28]=2)[CH:24]=O)[CH:18]=[N:17]1.[NH2:29][C:30]([NH2:32])=[O:31].Cl.